This data is from Forward reaction prediction with 1.9M reactions from USPTO patents (1976-2016). The task is: Predict the product of the given reaction. (1) Given the reactants Cl[CH2:2][C:3](Cl)=[O:4].[CH:6]1([NH2:11])[CH2:10][CH2:9][CH2:8][CH2:7]1.[OH:12][C:13]1[N:14]=[C:15]([C:19]2[CH:24]=[CH:23][C:22]([C:25]([O:27]C)=[O:26])=[CH:21][CH:20]=2)[S:16][C:17]=1[CH3:18], predict the reaction product. The product is: [CH:6]1([NH:11][C:3]([CH2:2][O:12][C:13]2[N:14]=[C:15]([C:19]3[CH:20]=[CH:21][C:22]([C:25]([OH:27])=[O:26])=[CH:23][CH:24]=3)[S:16][C:17]=2[CH3:18])=[O:4])[CH2:10][CH2:9][CH2:8][CH2:7]1. (2) Given the reactants Br[C:2]1[CH:7]=[CH:6][C:5]([C:8]2[O:12][N:11]=[C:10]([CH3:13])[C:9]=2[C:14]([OH:16])=[O:15])=[CH:4][CH:3]=1.[CH2:17]([O:19][C:20]([C:22]1([C:25]2[CH:30]=[CH:29][C:28](B3OC(C)(C)C(C)(C)O3)=[CH:27][CH:26]=2)[CH2:24][CH2:23]1)=[O:21])[CH3:18], predict the reaction product. The product is: [CH2:17]([O:19][C:20]([C:22]1([C:25]2[CH:30]=[CH:29][C:28]([C:2]3[CH:7]=[CH:6][C:5]([C:8]4[O:12][N:11]=[C:10]([CH3:13])[C:9]=4[C:14]([OH:16])=[O:15])=[CH:4][CH:3]=3)=[CH:27][CH:26]=2)[CH2:23][CH2:24]1)=[O:21])[CH3:18]. (3) Given the reactants [CH:1]1([C:4]2[N:13]=[C:12]([N:14]3[CH2:19][CH2:18][N:17]([C:20]4[CH:25]=[CH:24][C:23](F)=[CH:22][C:21]=4[O:27][CH3:28])[CH2:16][CH2:15]3)[C:11]3[C:6](=[CH:7][C:8]([O:31][CH3:32])=[C:9]([O:29][CH3:30])[CH:10]=3)[N:5]=2)[CH2:3][CH2:2]1.FC1C=C[C:37]([N:40]2CCNCC2)=C(OC)C=1.COC1C=C(C=CC=1N1CCNCC1)C#N, predict the reaction product. The product is: [CH:1]1([C:4]2[N:13]=[C:12]([N:14]3[CH2:19][CH2:18][N:17]([C:20]4[CH:25]=[CH:24][C:23]([C:37]#[N:40])=[CH:22][C:21]=4[O:27][CH3:28])[CH2:16][CH2:15]3)[C:11]3[C:6](=[CH:7][C:8]([O:31][CH3:32])=[C:9]([O:29][CH3:30])[CH:10]=3)[N:5]=2)[CH2:3][CH2:2]1. (4) Given the reactants [C:1]([C:3]([C:6]1[CH:7]=[C:8]([CH:13]=[CH:14][CH:15]=1)[C:9]([O:11]C)=[O:10])([CH3:5])[CH3:4])#[N:2].O[Li].O, predict the reaction product. The product is: [C:1]([C:3]([C:6]1[CH:7]=[C:8]([CH:13]=[CH:14][CH:15]=1)[C:9]([OH:11])=[O:10])([CH3:5])[CH3:4])#[N:2]. (5) Given the reactants [NH:1]1[C:9]2[C:4](=[CH:5][CH:6]=[CH:7][CH:8]=2)[C:3]([CH:10]=[O:11])=[CH:2]1.[OH-].[K+].S([O-])([O-])(=O)=O.[Na+].[Na+].[CH2:21]([CH:23]1[O:25][CH2:24]1)Cl, predict the reaction product. The product is: [O:25]1[CH2:24][CH:23]1[CH2:21][N:1]1[C:9]2[C:4](=[CH:5][CH:6]=[CH:7][CH:8]=2)[C:3]([CH:10]=[O:11])=[CH:2]1. (6) The product is: [CH3:14][C@@H:9]1[CH2:10][O:11][CH2:12][CH2:13][N:8]1[C:6]1[CH:5]=[C:4]([C:15]2([S:21]([CH3:24])(=[O:23])=[O:22])[CH2:20][CH2:19][O:18][CH2:17][CH2:16]2)[N:3]=[C:2]([C:35]2[CH:36]=[CH:37][CH:38]=[C:39]3[C:34]=2[CH:33]=[CH:32][NH:31]3)[N:7]=1. Given the reactants Cl[C:2]1[N:7]=[C:6]([N:8]2[CH2:13][CH2:12][O:11][CH2:10][C@H:9]2[CH3:14])[CH:5]=[C:4]([C:15]2([S:21]([CH3:24])(=[O:23])=[O:22])[CH2:20][CH2:19][O:18][CH2:17][CH2:16]2)[N:3]=1.C(=O)([O-])[O-].[Na+].[Na+].[NH:31]1[C:39]2[C:34](=[C:35](B(O)O)[CH:36]=[CH:37][CH:38]=2)[CH:33]=[CH:32]1, predict the reaction product. (7) Given the reactants [NH2:1][C:2]1[N:11]=[C:10]([OH:12])[C:9]2[CH2:8][CH2:7][CH2:6][C:5]3([CH2:16][CH2:15][CH2:14][CH2:13]3)[C:4]=2[N:3]=1.[C:17]1([CH3:27])[CH:22]=[CH:21][C:20]([S:23](Cl)(=[O:25])=[O:24])=[CH:19][CH:18]=1.C(N(CC)CC)C, predict the reaction product. The product is: [CH3:27][C:17]1[CH:22]=[CH:21][C:20]([S:23]([O:12][C:10]2[C:9]3[CH2:8][CH2:7][CH2:6][C:5]4([CH2:13][CH2:14][CH2:15][CH2:16]4)[C:4]=3[N:3]=[C:2]([NH2:1])[N:11]=2)(=[O:25])=[O:24])=[CH:19][CH:18]=1. (8) Given the reactants C[O:2][C:3](=[O:52])[CH2:4][CH2:5][CH2:6][CH2:7][CH2:8][CH2:9][CH2:10][C:11](=[O:51])[NH:12][C:13]1[CH:18]=[CH:17][CH:16]=[CH:15][C:14]=1[S:19](=[O:50])(=[O:49])[NH:20][C:21]([C@@:23]1([NH:28][C:29]([C:31]2([NH:41]C(OC(C)(C)C)=O)[CH2:40][CH2:39][C:38]3[C:33](=[CH:34][CH:35]=[CH:36][CH:37]=3)[CH2:32]2)=[O:30])[CH2:25][C@H:24]1[CH:26]=[CH2:27])=[O:22].C(O)(C(F)(F)F)=O.[Li+].[OH-], predict the reaction product. The product is: [NH2:41][C:31]1([C:29]([NH:28][C@:23]2([C:21]([NH:20][S:19]([C:14]3[CH:15]=[CH:16][CH:17]=[CH:18][C:13]=3[NH:12][C:11]([CH2:10][CH2:9][CH2:8][CH2:7][CH2:6][CH2:5][CH2:4][C:3]([OH:52])=[O:2])=[O:51])(=[O:50])=[O:49])=[O:22])[CH2:25][C@H:24]2[CH:26]=[CH2:27])=[O:30])[CH2:40][CH2:39][C:38]2[C:33](=[CH:34][CH:35]=[CH:36][CH:37]=2)[CH2:32]1. (9) Given the reactants [CH3:1][O:2][C:3]1[CH:8]=[C:7]([N:9]2[CH2:14][CH2:13][O:12][CH2:11][CH2:10]2)[C:6]([N+:15]([O-])=O)=[CH:5][C:4]=1[NH:18][C:19]1[N:24]=[C:23]([N:25]2[CH:29]=[C:28]([CH:30]=O)[C:27]([C:32]3[CH:37]=[CH:36][C:35]([CH3:38])=[CH:34][CH:33]=3)=[N:26]2)[CH:22]=[CH:21][N:20]=1.Cl.[NH:40]1[CH2:43][CH2:42][CH2:41]1, predict the reaction product. The product is: [N:40]1([CH2:30][C:28]2[C:27]([C:32]3[CH:33]=[CH:34][C:35]([CH3:38])=[CH:36][CH:37]=3)=[N:26][N:25]([C:23]3[CH:22]=[CH:21][N:20]=[C:19]([NH:18][C:4]4[C:3]([O:2][CH3:1])=[CH:8][C:7]([N:9]5[CH2:14][CH2:13][O:12][CH2:11][CH2:10]5)=[C:6]([NH:15][C:3](=[O:2])[CH:4]=[CH2:5])[CH:5]=4)[N:24]=3)[CH:29]=2)[CH2:43][CH2:42][CH2:41]1. (10) Given the reactants [F:1][C:2]1[C:10]([F:11])=[CH:9][C:5]([C:6](O)=O)=[C:4]([NH:12][C:13]2[N:17]([C:18]3[CH:23]=[CH:22][CH:21]=[CH:20][N:19]=3)[N:16]=[C:15]([CH3:24])[CH:14]=2)[CH:3]=1.P(Cl)(Cl)([Cl:27])=O, predict the reaction product. The product is: [Cl:27][C:6]1[C:5]2[C:4](=[CH:3][C:2]([F:1])=[C:10]([F:11])[CH:9]=2)[N:12]=[C:13]2[N:17]([C:18]3[CH:23]=[CH:22][CH:21]=[CH:20][N:19]=3)[N:16]=[C:15]([CH3:24])[C:14]=12.